Dataset: Buchwald-Hartwig C-N cross coupling reaction yields with 55,370 reactions. Task: Predict the reaction yield, written as a fraction of the theoretical maximum amount of product (1.0 means a 100% yield; for example, 0.34 means a 34% yield). (1) The reactants are Clc1cccnc1.Cc1ccc(N)cc1.O=S(=O)(O[Pd]1c2ccccc2-c2ccccc2N~1)C(F)(F)F.COc1ccc(OC)c(P(C(C)(C)C)C(C)(C)C)c1-c1c(C(C)C)cc(C(C)C)cc1C(C)C.CCN=P(N=P(N(C)C)(N(C)C)N(C)C)(N(C)C)N(C)C.CCOC(=O)c1cc(OC)no1. No catalyst specified. The product is Cc1ccc(Nc2cccnc2)cc1. The yield is 0.0688. (2) The reactants are Clc1ccccn1.Cc1ccc(N)cc1.O=S(=O)(O[Pd]1c2ccccc2-c2ccccc2N~1)C(F)(F)F.CC(C)c1cc(C(C)C)c(-c2ccccc2P(C2CCCCC2)C2CCCCC2)c(C(C)C)c1.CN1CCCN2CCCN=C12.Cc1cc(C)on1. No catalyst specified. The product is Cc1ccc(Nc2ccccn2)cc1. The yield is 0.322.